This data is from Merck oncology drug combination screen with 23,052 pairs across 39 cell lines. The task is: Regression. Given two drug SMILES strings and cell line genomic features, predict the synergy score measuring deviation from expected non-interaction effect. (1) Drug 1: CC(=O)OC1C(=O)C2(C)C(O)CC3OCC3(OC(C)=O)C2C(OC(=O)c2ccccc2)C2(O)CC(OC(=O)C(O)C(NC(=O)c3ccccc3)c3ccccc3)C(C)=C1C2(C)C. Drug 2: NC(=O)c1cccc2cn(-c3ccc(C4CCCNC4)cc3)nc12. Cell line: UWB1289BRCA1. Synergy scores: synergy=-7.49. (2) Drug 1: O=P1(N(CCCl)CCCl)NCCCO1. Drug 2: COC1=C2CC(C)CC(OC)C(O)C(C)C=C(C)C(OC(N)=O)C(OC)C=CC=C(C)C(=O)NC(=CC1=O)C2=O. Cell line: LOVO. Synergy scores: synergy=1.10.